From a dataset of Forward reaction prediction with 1.9M reactions from USPTO patents (1976-2016). Predict the product of the given reaction. (1) Given the reactants ON1C2C=CC=CC=2N=N1.[NH:11]1[CH2:16][CH2:15][O:14][CH2:13][CH2:12]1.CN1C=CC([C:23]2[C:24]([C:34]([OH:36])=O)=[N:25][N:26]([C:28]3[CH:29]=[N:30][CH:31]=[CH:32][CH:33]=3)[CH:27]=2)=C1.Cl.[CH3:38][N:39]([CH3:48])[CH2:40][CH2:41][CH2:42]N=C=NCC, predict the reaction product. The product is: [CH3:38][N:39]1[CH:48]=[CH:42][C:41]([C:27]2[N:26]([C:28]3[CH:29]=[N:30][CH:31]=[CH:32][CH:33]=3)[N:25]=[C:24]([C:34]([N:11]3[CH2:16][CH2:15][O:14][CH2:13][CH2:12]3)=[O:36])[CH:23]=2)=[CH:40]1. (2) Given the reactants [CH3:1][CH:2]([O:8][C:9]1[CH:10]=[CH:11][CH:12]=[C:13]2[C:18]=1[N:17]=[C:16]([NH2:19])[CH:15]=[CH:14]2)[CH2:3][C:4]([CH3:7])([CH3:6])[CH3:5].C([BH3-])#N.[CH:23](=O)[CH2:24][CH3:25], predict the reaction product. The product is: [CH2:23]([NH:19][C:16]1[CH:15]=[CH:14][C:13]2[C:18](=[C:9]([O:8][CH:2]([CH3:1])[CH2:3][C:4]([CH3:7])([CH3:6])[CH3:5])[CH:10]=[CH:11][CH:12]=2)[N:17]=1)[CH2:24][CH3:25]. (3) Given the reactants [NH2:1][CH2:2][C@H:3]1[O:8][CH2:7][CH2:6][N:5]([C:9]([O:11][C:12]([CH3:15])([CH3:14])[CH3:13])=[O:10])[CH2:4]1.[OH:16][CH2:17][C:18](O)=[O:19].Cl.C(N=C=NCCCN(C)C)C, predict the reaction product. The product is: [OH:19][CH2:18][C:17]([NH:1][CH2:2][C@H:3]1[O:8][CH2:7][CH2:6][N:5]([C:9]([O:11][C:12]([CH3:15])([CH3:14])[CH3:13])=[O:10])[CH2:4]1)=[O:16]. (4) The product is: [F:31][C:25]1[CH:24]=[C:23]([CH:21]2[CH2:22][CH:20]2[C:18]([OH:19])=[O:32])[CH:28]=[CH:27][C:26]=1[O:29][CH3:30]. Given the reactants [Li+].[OH-].OO.C([C@@H]1COC(=O)N1[C:18]([CH:20]1[CH2:22][CH:21]1[C:23]1[CH:28]=[CH:27][C:26]([O:29][CH3:30])=[C:25]([F:31])[CH:24]=1)=[O:19])C1C=CC=CC=1.[O-:32]S([O-])=O.[Na+].[Na+].Cl, predict the reaction product. (5) Given the reactants Cl[C:2]1[CH:7]=[C:6]([NH:8][C:9]2[N:14]=[C:13]([C:15]([F:18])([F:17])[F:16])[CH:12]=[CH:11][N:10]=2)[CH:5]=[C:4]([CH3:19])[N:3]=1.C([Sn](CCCC)(CCCC)[C:25]1[S:29][CH:28]=[N:27][CH:26]=1)CCC.O1CCOCC1.C(=O)(O)[O-].[Na+], predict the reaction product. The product is: [CH3:19][C:4]1[CH:5]=[C:6]([NH:8][C:9]2[N:14]=[C:13]([C:15]([F:18])([F:16])[F:17])[CH:12]=[CH:11][N:10]=2)[CH:7]=[C:2]([C:25]2[S:29][CH:28]=[N:27][CH:26]=2)[N:3]=1. (6) The product is: [CH2:1]([O:3][C:4](=[O:32])[CH2:5][C:6]1[CH:7]=[C:8]([C:20]2[CH:25]=[CH:24][C:23]([C:26]([F:27])([F:28])[F:29])=[CH:22][C:21]=2[CH2:30][NH:35][CH2:33][CH3:34])[C:9]([O:12][CH2:13][C:14]2[CH:19]=[CH:18][CH:17]=[CH:16][CH:15]=2)=[CH:10][CH:11]=1)[CH3:2]. Given the reactants [CH2:1]([O:3][C:4](=[O:32])[CH2:5][C:6]1[CH:7]=[C:8]([C:20]2[CH:25]=[CH:24][C:23]([C:26]([F:29])([F:28])[F:27])=[CH:22][C:21]=2[CH:30]=O)[C:9]([O:12][CH2:13][C:14]2[CH:19]=[CH:18][CH:17]=[CH:16][CH:15]=2)=[CH:10][CH:11]=1)[CH3:2].[CH2:33]([NH2:35])[CH3:34], predict the reaction product. (7) Given the reactants [OH-].[K+].S([O-])([O-])(=O)=O.[Na+].[Na+].[Cl:10][C:11]1[CH:12]=[CH:13][C:14]2[NH:15][C:16]3[C:21]([C:22]=2[CH:23]=1)=[CH:20][CH:19]=[CH:18][CH:17]=3.[CH2:24]([CH:26]1[O:28][CH2:27]1)Cl, predict the reaction product. The product is: [Cl:10][C:11]1[CH:12]=[CH:13][C:14]2[N:15]([CH2:24][CH:26]3[O:28][CH2:27]3)[C:16]3[C:21]([C:22]=2[CH:23]=1)=[CH:20][CH:19]=[CH:18][CH:17]=3. (8) Given the reactants [Cl:1][C:2]1[S:12][C:5]2[NH:6][C:7]([C:9]([OH:11])=O)=[CH:8][C:4]=2[CH:3]=1.Cl.[NH2:14][C@@H:15]([CH2:24][C:25]1[CH:30]=[CH:29][CH:28]=[CH:27][CH:26]=1)[C:16]([N:18]1[CH2:23][CH2:22][O:21][CH2:20][CH2:19]1)=[O:17].O.[O-]S([O-])(=O)=O.[Mg+2], predict the reaction product. The product is: [CH2:24]([C@H:15]([NH:14][C:9]([C:7]1[NH:6][C:5]2[S:12][C:2]([Cl:1])=[CH:3][C:4]=2[CH:8]=1)=[O:11])[C:16]([N:18]1[CH2:23][CH2:22][O:21][CH2:20][CH2:19]1)=[O:17])[C:25]1[CH:30]=[CH:29][CH:28]=[CH:27][CH:26]=1.